From a dataset of Reaction yield outcomes from USPTO patents with 853,638 reactions. Predict the reaction yield, written as a fraction of the theoretical maximum amount of product (1.0 means a 100% yield; for example, 0.34 means a 34% yield). (1) The reactants are [CH2:1]([N:3]1[C:7]([C:8]([OH:10])=O)=[CH:6][C:5]([CH3:11])=[N:4]1)[CH3:2].S(Cl)(Cl)=O.[NH2:16][C:17]1[CH:34]=[CH:33][C:20]([C:21]([C:23]2[CH:31]=[C:30]3[C:26]([CH2:27][C:28](=[O:32])[NH:29]3)=[CH:25][CH:24]=2)=[O:22])=[CH:19][CH:18]=1. The catalyst is C1COCC1. The product is [O:32]=[C:28]1[CH2:27][C:26]2[C:30](=[CH:31][C:23]([C:21]([C:20]3[CH:19]=[CH:18][C:17]([NH:16][C:8]([C:7]4[N:3]([CH2:1][CH3:2])[N:4]=[C:5]([CH3:11])[CH:6]=4)=[O:10])=[CH:34][CH:33]=3)=[O:22])=[CH:24][CH:25]=2)[NH:29]1. The yield is 0.490. (2) The reactants are [F:1][C:2]([F:17])([CH2:8][C:9]1[CH:14]=[CH:13][C:12]([O:15]C)=[CH:11][CH:10]=1)[C:3]([O:5][CH2:6][CH3:7])=[O:4].[Cl-].[Al+3].[Cl-].[Cl-].C(S)CCCCCCC. The catalyst is ClCCl. The product is [F:1][C:2]([F:17])([CH2:8][C:9]1[CH:10]=[CH:11][C:12]([OH:15])=[CH:13][CH:14]=1)[C:3]([O:5][CH2:6][CH3:7])=[O:4]. The yield is 0.560. (3) The reactants are [CH3:1][Mg]Br.[F:4][C:5]1[CH:10]=[CH:9][C:8]([N:11]2[C:19]3[CH:18]=[CH:17][C:16]([C:21](=[O:30])[CH2:22][CH2:23][C:24]4[CH:29]=[CH:28][CH:27]=[CH:26][CH:25]=4)([CH3:20])[CH2:15][C:14]=3[CH:13]=[N:12]2)=[CH:7][CH:6]=1. The catalyst is C1COCC1. The product is [F:4][C:5]1[CH:10]=[CH:9][C:8]([N:11]2[C:19]3[CH:18]=[CH:17][C:16]([C:21]([OH:30])([CH2:22][CH2:23][C:24]4[CH:25]=[CH:26][CH:27]=[CH:28][CH:29]=4)[CH3:1])([CH3:20])[CH2:15][C:14]=3[CH:13]=[N:12]2)=[CH:7][CH:6]=1. The yield is 0.820.